This data is from HIV replication inhibition screening data with 41,000+ compounds from the AIDS Antiviral Screen. The task is: Binary Classification. Given a drug SMILES string, predict its activity (active/inactive) in a high-throughput screening assay against a specified biological target. (1) The compound is CN1CN(c2ccccc2)C2(CCN(C3Nc4ccccc4O3)CC2)C1=O. The result is 0 (inactive). (2) The molecule is CCOC(=O)c1c(NC(=O)c2ccc(OC)cc2)sc2c1CCCC2. The result is 0 (inactive). (3) The compound is CC(C)(C)c1cc(C2COC(=O)COCC(=O)OCCOCCOCCO2)cc(C(C)(C)C)c1O. The result is 0 (inactive). (4) The compound is O=C(O)c1nn(-c2ccccn2)c(O)c1N=Nc1ccc(C=Cc2ccc(N=Nc3c(C(=O)O)nn(-c4ccccn4)c3O)cc2S(=O)(=O)O)c(S(=O)(=O)O)c1.[NaH]. The result is 0 (inactive). (5) The molecule is CN(C)CCN(C)P12(Oc3ccccc3O1)Oc1c(Cl)c(Cl)c(Cl)c(Cl)c1O2. The result is 1 (active). (6) The molecule is O=C(CCN1CCCCC1)c1cc2cc([N+](=O)[O-])ccc2oc1=O. The result is 0 (inactive).